Regression/Classification. Given a drug SMILES string, predict its toxicity properties. Task type varies by dataset: regression for continuous values (e.g., LD50, hERG inhibition percentage) or binary classification for toxic/non-toxic outcomes (e.g., AMES mutagenicity, cardiotoxicity, hepatotoxicity). Dataset: herg_karim. From a dataset of hERG potassium channel inhibition data for cardiac toxicity prediction from Karim et al.. (1) The result is 0 (non-blocker). The molecule is C[C@@H]1CN(CC2(C(N)=O)CC2)CCN1S(=O)(=O)c1ccc(C(C)(O)C(F)(F)F)cc1. (2) The molecule is O=c1cc(NC2CCN(Cc3ccc4c(c3)OCO4)CC2)c2cc(Cl)ccc2o1. The result is 1 (blocker). (3) The molecule is CCN1C(=O)COc2c(CCN3CCN(c4cccc5nc(C)ccc45)CC3)cccc21. The result is 1 (blocker). (4) The compound is Cn1c(=O)nc(N[C@@H]2C[C@@H]3CC[C@H](C2)N3c2ccc3c(c2)OCO3)c2cc(Cl)ccc21. The result is 1 (blocker). (5) The drug is COc1ccc(CC(=O)N2CCC3(CC2)CN([C@@H]2CCc4cc(-c5ncccn5)ccc42)C3)cc1. The result is 1 (blocker). (6) The compound is COc1cc(-c2cccc(C(F)(F)F)c2)c(F)cc1-c1nccc2cc(S(=O)(=O)Nc3ccon3)ccc12. The result is 0 (non-blocker). (7) The drug is Clc1ccc2c(c1)CCc1cccnc1C2=C1CCNCC1. The result is 1 (blocker). (8) The molecule is C[C@H](NC(=Nc1cccc2ccccc12)NC#N)c1ccccc1. The result is 0 (non-blocker). (9) The compound is O=[N+]([O-])c1ccc(NCCCCN2CCC(Nc3nc4ccccc4n3Cc3ccc(F)cc3)CC2)c2nonc12. The result is 1 (blocker). (10) The drug is CC(=O)C1=NN2c3cc(F)ccc3OC[C@H]2[C@@]1(CCCN1CCOCC1)c1ccccc1. The result is 1 (blocker).